From a dataset of Full USPTO retrosynthesis dataset with 1.9M reactions from patents (1976-2016). Predict the reactants needed to synthesize the given product. (1) The reactants are: [Br:1][C:2]1[CH:3]=[C:4]2[C:8](=[CH:9][CH:10]=1)[C:7](=[O:11])[C:6](=[C:12]1[CH:17]=[CH:16][NH:15][CH:14]=[CH:13]1)[C:5]2=O.O.[NH2:20][NH2:21]. Given the product [O:11]=[C:7]1[C:8]2[C:4](=[CH:3][C:2]([Br:1])=[CH:10][CH:9]=2)[C:5]([CH2:6][C:12]2[CH:17]=[CH:16][N:15]=[CH:14][CH:13]=2)=[N:21][NH:20]1, predict the reactants needed to synthesize it. (2) Given the product [F:26][C:27]1[CH:46]=[C:45]([C:47]([F:48])([F:50])[F:49])[CH:44]=[CH:43][C:28]=1[C:29]([NH:31][CH2:32][CH2:33][N:34]1[CH:38]=[C:37]([C:39]([OH:41])=[O:40])[N:36]=[N:35]1)=[O:30], predict the reactants needed to synthesize it. The reactants are: COC1C(OC)=C(OC)C=CC=1C(NCCN1C=C(C(O)=O)N=N1)=O.[F:26][C:27]1[CH:46]=[C:45]([C:47]([F:50])([F:49])[F:48])[CH:44]=[CH:43][C:28]=1[C:29]([NH:31][CH2:32][CH2:33][N:34]1[CH:38]=[C:37]([C:39]([O:41]C)=[O:40])[N:36]=[N:35]1)=[O:30]. (3) Given the product [CH3:21][N:2]([CH2:3][C:4]([N:6]1[CH2:15][CH2:14][C:13]2[C:8](=[CH:9][C:10]([NH2:18])=[C:11]([O:16][CH3:17])[CH:12]=2)[CH2:7]1)=[O:5])[CH3:1], predict the reactants needed to synthesize it. The reactants are: [CH3:1][N:2]([CH3:21])[CH2:3][C:4]([N:6]1[CH2:15][CH2:14][C:13]2[C:8](=[CH:9][C:10]([N+:18]([O-])=O)=[C:11]([O:16][CH3:17])[CH:12]=2)[CH2:7]1)=[O:5].O.NN. (4) Given the product [CH3:1][O:2][C:3]1[CH:4]=[C:5]2[C:9](=[CH:10][C:11]=1[O:12][CH3:13])[N:8]([CH2:14][CH2:15][N:16]1[CH:20]=[C:19]([NH2:21])[CH:18]=[N:17]1)[CH:7]=[CH:6]2, predict the reactants needed to synthesize it. The reactants are: [CH3:1][O:2][C:3]1[CH:4]=[C:5]2[C:9](=[CH:10][C:11]=1[O:12][CH3:13])[N:8]([CH2:14][CH2:15][N:16]1[CH:20]=[C:19]([NH2:21])[CH:18]=[N:17]1)[CH2:7][CH2:6]2. (5) Given the product [S:17]1[C:18]2[CH:24]=[CH:23][CH:22]=[CH:21][C:19]=2[N:20]=[C:16]1[O:15][C:14]1[CH:25]=[CH:26][C:11]([CH2:10][N:8]2[CH2:7][CH:4]3[CH:3]([N:2]([C:43](=[O:45])[CH2:42][NH:41][C:34](=[O:35])[C:59]([F:64])([F:63])[F:58])[CH2:6][CH2:5]3)[CH2:9]2)=[CH:12][CH:13]=1, predict the reactants needed to synthesize it. The reactants are: Cl.[NH:2]1[CH2:6][CH2:5][CH:4]2[CH2:7][N:8]([CH2:10][C:11]3[CH:26]=[CH:25][C:14]([O:15][C:16]4[S:17][C:18]5[CH:24]=[CH:23][CH:22]=[CH:21][C:19]=5[N:20]=4)=[CH:13][CH:12]=3)[CH2:9][CH:3]12.CCN(CC)CC.[C:34]([NH:41][CH2:42][C:43]([OH:45])=O)(OC(C)(C)C)=[O:35].Cl.CN(C)CCCN=C=NCC.[F:58][C:59]([F:64])([F:63])C(O)=O. (6) Given the product [F:1][C:2]1[CH:7]=[C:6]([CH:5]=[C:4]([C:11]2[O:12][CH:13]=[CH:14][N:15]=2)[CH:3]=1)[NH2:8], predict the reactants needed to synthesize it. The reactants are: [F:1][C:2]1[CH:3]=[C:4]([C:11]2[O:12][CH:13]=[CH:14][N:15]=2)[CH:5]=[C:6]([N+:8]([O-])=O)[CH:7]=1.N.O. (7) Given the product [C:1]([O:5][C:6]([N:8]1[C:12](=[O:13])[CH:11]([CH3:21])[CH2:10][C@H:9]1[C:14]([O:16][C:17]([CH3:20])([CH3:19])[CH3:18])=[O:15])=[O:7])([CH3:4])([CH3:3])[CH3:2], predict the reactants needed to synthesize it. The reactants are: [C:1]([O:5][C:6]([N:8]1[C:12](=[O:13])[CH2:11][CH2:10][C@H:9]1[C:14]([O:16][C:17]([CH3:20])([CH3:19])[CH3:18])=[O:15])=[O:7])([CH3:4])([CH3:3])[CH3:2].[CH3:21][Si](C)(C)[N-][Si](C)(C)C.[Li+].CI.